From a dataset of Reaction yield outcomes from USPTO patents with 853,638 reactions. Predict the reaction yield, written as a fraction of the theoretical maximum amount of product (1.0 means a 100% yield; for example, 0.34 means a 34% yield). (1) The reactants are Cl.[I:2][C:3]1[C:11]2[C:6](=[N:7][CH:8]=[N:9][C:10]=2[NH2:12])[N:5]([CH:13]2[CH2:17][CH2:16][NH:15][CH2:14]2)[N:4]=1.C(=O)(O)[O-].[Na+].[C:23](O[C:23]([O:25][C:26]([CH3:29])([CH3:28])[CH3:27])=[O:24])([O:25][C:26]([CH3:29])([CH3:28])[CH3:27])=[O:24]. The catalyst is O1CCOCC1.O. The product is [NH2:12][C:10]1[N:9]=[CH:8][N:7]=[C:6]2[N:5]([CH:13]3[CH2:17][CH2:16][N:15]([C:23]([O:25][C:26]([CH3:29])([CH3:28])[CH3:27])=[O:24])[CH2:14]3)[N:4]=[C:3]([I:2])[C:11]=12. The yield is 0.700. (2) The reactants are [CH2:1]([C@@H:3]1[C@@H:7]([OH:8])[CH2:6][N:5]([C:9]([O:11][CH2:12][C:13]2[CH:18]=[CH:17][CH:16]=[CH:15][CH:14]=2)=[O:10])[CH2:4]1)[CH3:2].[CH3:19][C:20]1[CH:25]=[CH:24][C:23]([S:26](Cl)(=[O:28])=[O:27])=[CH:22][CH:21]=1.C(N(CC)CC)C. The catalyst is C(Cl)Cl.CN(C)C1C=CN=CC=1. The product is [CH2:1]([C@@H:3]1[C@@H:7]([O:8][S:26]([C:23]2[CH:24]=[CH:25][C:20]([CH3:19])=[CH:21][CH:22]=2)(=[O:28])=[O:27])[CH2:6][N:5]([C:9]([O:11][CH2:12][C:13]2[CH:18]=[CH:17][CH:16]=[CH:15][CH:14]=2)=[O:10])[CH2:4]1)[CH3:2]. The yield is 0.940. (3) The catalyst is O1CCOCC1.CCOC(C)=O. The reactants are [CH3:1][N:2]([CH3:50])[CH2:3][C:4]([N:6]1[C:14]2[C:9](=[CH:10][C:11]([O:48][CH3:49])=[C:12]([NH:15][C:16]3[N:17]=[C:18]([NH:36][C:37]4[CH:46]=[CH:45][CH:44]=[C:43]([F:47])[C:38]=4[C:39]([NH:41][CH3:42])=[O:40])[C:19]4[C:24]([F:25])=[CH:23][N:22](S(C5C=CC(C)=CC=5)(=O)=O)[C:20]=4[N:21]=3)[CH:13]=2)[CH2:8][CH2:7]1)=[O:5].[OH-].[K+].C([O-])(O)=O.[Na+]. The yield is 0.550. The product is [CH3:50][N:2]([CH3:1])[CH2:3][C:4]([N:6]1[C:14]2[C:9](=[CH:10][C:11]([O:48][CH3:49])=[C:12]([NH:15][C:16]3[NH:21][C:20]4=[N:22][CH:23]=[C:24]([F:25])[C:19]4=[C:18]([NH:36][C:37]4[CH:46]=[CH:45][CH:44]=[C:43]([F:47])[C:38]=4[C:39]([NH:41][CH3:42])=[O:40])[N:17]=3)[CH:13]=2)[CH2:8][CH2:7]1)=[O:5]. (4) The reactants are F[C:2]1[CH:21]=[C:20]([C:22]([F:28])([F:27])[C:23]([F:26])([F:25])[F:24])[CH:19]=[CH:18][C:3]=1[C:4]([NH:6][C:7]1[CH:8]=[CH:9][C:10]([C:13]([O:15]CC)=[O:14])=[N:11][CH:12]=1)=[O:5].[F:29][C:30]1[CH:35]=[CH:34][C:33]([OH:36])=[C:32]([O:37][CH3:38])[CH:31]=1.C([O-])([O-])=O.[Cs+].[Cs+].[OH-].[Na+]. The catalyst is CN1C(=O)CCC1.CO. The product is [F:29][C:30]1[CH:35]=[CH:34][C:33]([O:36][C:2]2[CH:21]=[C:20]([C:22]([F:28])([F:27])[C:23]([F:24])([F:26])[F:25])[CH:19]=[CH:18][C:3]=2[C:4]([NH:6][C:7]2[CH:8]=[CH:9][C:10]([C:13]([OH:15])=[O:14])=[N:11][CH:12]=2)=[O:5])=[C:32]([O:37][CH3:38])[CH:31]=1. The yield is 0.360. (5) The reactants are [NH2:1][C:2]1[CH:7]=[CH:6][CH:5]=[CH:4][CH:3]=1.N([O-])=O.[Na+].[N-:12]=[N+:13]=[N-].[Na+]. The catalyst is O.Cl. The product is [N:1]([C:2]1[CH:7]=[CH:6][CH:5]=[CH:4][CH:3]=1)=[N+:12]=[N-:13]. The yield is 0.910. (6) The reactants are [N:1]([C@H:4]1[CH2:20][C:19]2[C@@:7]([CH3:24])([CH:8]3[CH:16]([CH2:17][CH:18]=2)[CH:15]2[C@@:11]([CH3:23])([C@@H:12]([C:21]#[CH:22])[CH2:13][CH2:14]2)[CH2:10][CH2:9]3)[CH2:6][CH2:5]1)=[N+]=[N-].C1(P(C2C=CC=CC=2)C2C=CC=CC=2)C=CC=CC=1.[CH3:56][C:55]([O:54][C:52](O[C:52]([O:54][C:55]([CH3:58])([CH3:57])[CH3:56])=[O:53])=[O:53])([CH3:58])[CH3:57]. The catalyst is C1COCC1.O. The product is [C:21]([C@@H:12]1[C@:11]2([CH3:23])[CH:15]([CH:16]3[CH:8]([CH2:9][CH2:10]2)[C@:7]2([CH3:24])[C:19]([CH2:20][C@H:4]([NH:1][C:52](=[O:53])[O:54][C:55]([CH3:56])([CH3:57])[CH3:58])[CH2:5][CH2:6]2)=[CH:18][CH2:17]3)[CH2:14][CH2:13]1)#[CH:22]. The yield is 0.720. (7) The reactants are C(OC([N:8]1[C@@H:12]([CH2:13][C:14]2[CH:19]=[CH:18][C:17]([O:20][C:21]3[C:26]([C:27](=[O:31])[N:28]([CH3:30])[CH3:29])=[CH:25][CH:24]=[CH:23][N:22]=3)=[CH:16][CH:15]=2)[CH2:11][O:10]C1(C)C)=O)(C)(C)C.CO.[ClH:36]. The catalyst is O1CCOCC1. The product is [ClH:36].[NH2:8][C@H:12]([CH2:11][OH:10])[CH2:13][C:14]1[CH:15]=[CH:16][C:17]([O:20][C:21]2[N:22]=[CH:23][CH:24]=[CH:25][C:26]=2[C:27]([N:28]([CH3:30])[CH3:29])=[O:31])=[CH:18][CH:19]=1. The yield is 1.10. (8) The catalyst is ClCCl. The yield is 0.780. The reactants are [C:1]([Cl:5])(Cl)(Cl)[Cl:2].C1(P(C2C=CC=CC=2)C2C=CC=CC=2)C=CC=CC=1.[F:25][C:26]1[CH:31]=[C:30]([F:32])[C:29]([O:33][CH3:34])=[CH:28][C:27]=1[C:35](=O)[C:36]([O:38][CH2:39][CH3:40])=[O:37]. The product is [Cl:2][C:1]([Cl:5])=[C:35]([C:27]1[CH:28]=[C:29]([O:33][CH3:34])[C:30]([F:32])=[CH:31][C:26]=1[F:25])[C:36]([O:38][CH2:39][CH3:40])=[O:37]. (9) The reactants are [NH3:1].[NH2:2][C:3]1[C:4]([C:10]([O:12]C)=O)=[N:5][C:6]([I:9])=[CH:7][N:8]=1. The catalyst is O.CO. The product is [NH2:2][C:3]1[C:4]([C:10]([NH2:1])=[O:12])=[N:5][C:6]([I:9])=[CH:7][N:8]=1. The yield is 0.880.